This data is from Forward reaction prediction with 1.9M reactions from USPTO patents (1976-2016). The task is: Predict the product of the given reaction. (1) Given the reactants Cl[C:2]1[CH:7]=[CH:6][C:5]([N+:8]([O-:10])=[O:9])=[CH:4][N:3]=1.OC(C(F)(F)F)=O.[CH2:18]1[C:23]2([CH2:28][CH2:27][NH:26][CH2:25][CH2:24]2)[CH2:22][CH2:21][CH:20]([CH2:29][C:30]([O:32][CH3:33])=[O:31])[CH2:19]1.C(N(CC)CC)C, predict the reaction product. The product is: [N+:8]([C:5]1[CH:6]=[CH:7][C:2]([N:26]2[CH2:25][CH2:24][C:23]3([CH2:18][CH2:19][CH:20]([CH2:29][C:30]([O:32][CH3:33])=[O:31])[CH2:21][CH2:22]3)[CH2:28][CH2:27]2)=[N:3][CH:4]=1)([O-:10])=[O:9]. (2) Given the reactants Cl.Cl.[NH:3]1[CH2:8][CH2:7][CH:6]([CH2:9][N:10]2[C:18]3[N:13]4[C:14](=[N:19][CH:20]=[C:12]4[C:11]2=[O:21])[CH:15]=[CH:16][CH:17]=3)[CH2:5][CH2:4]1.C1CCN2C(=NCCC2)CC1.C(N(CC)CC)C.C1C=CC(N([S:47]([C:50]([F:53])([F:52])[F:51])(=[O:49])=[O:48])[S:47]([C:50]([F:53])([F:52])[F:51])(=[O:49])=[O:48])=CC=1, predict the reaction product. The product is: [F:51][C:50]([F:53])([F:52])[S:47]([N:3]1[CH2:8][CH2:7][CH:6]([CH2:9][N:10]2[C:18]3[N:13]4[C:14](=[N:19][CH:20]=[C:12]4[C:11]2=[O:21])[CH:15]=[CH:16][CH:17]=3)[CH2:5][CH2:4]1)(=[O:49])=[O:48]. (3) Given the reactants [NH2:1][C:2]1[N:7]=[CH:6][N:5]=[C:4]2[N:8]([CH2:25][C@@H:26]3[CH2:30][CH2:29][CH2:28][N:27]3[C:31](=[O:35])[CH2:32][C:33]#[N:34])[N:9]=[C:10]([C:11]3[CH:16]=[CH:15][C:14]([O:17][C:18]4[CH:23]=[CH:22][CH:21]=[CH:20][CH:19]=4)=[CH:13][C:12]=3[F:24])[C:3]=12.[CH:36]1([NH:39][C:40]([CH3:44])([CH3:43])[CH:41]=O)[CH2:38][CH2:37]1, predict the reaction product. The product is: [NH2:1][C:2]1[N:7]=[CH:6][N:5]=[C:4]2[N:8]([CH2:25][C@@H:26]3[CH2:30][CH2:29][CH2:28][N:27]3[C:31]([C:32](=[CH:41][C:40]([NH:39][CH:36]3[CH2:38][CH2:37]3)([CH3:44])[CH3:43])[C:33]#[N:34])=[O:35])[N:9]=[C:10]([C:11]3[CH:16]=[CH:15][C:14]([O:17][C:18]4[CH:19]=[CH:20][CH:21]=[CH:22][CH:23]=4)=[CH:13][C:12]=3[F:24])[C:3]=12. (4) Given the reactants C1(C)C=CC(S(O)(=O)=O)=CC=1.[CH3:12][N:13]([CH3:27])[C:14](=[O:26])[CH2:15][CH:16]1[CH2:25][CH2:24][C:19]2(OCC[O:20]2)[CH2:18][CH2:17]1, predict the reaction product. The product is: [CH3:27][N:13]([CH3:12])[C:14](=[O:26])[CH2:15][CH:16]1[CH2:25][CH2:24][C:19](=[O:20])[CH2:18][CH2:17]1. (5) Given the reactants [CH3:1][N:2]1[CH2:7][CH2:6][N:5]([C:8]2[CH:16]=[C:15]3[C:11]([CH2:12][CH2:13][NH:14]3)=[CH:10][CH:9]=2)[CH2:4][CH2:3]1.[N+](C1C=C(C=CC=1)N)([O-])=O.[Cl:27][C:28]1[CH:41]=[CH:40][C:31]2[S:32][C:33]([S:36](Cl)(=[O:38])=[O:37])=[C:34]([CH3:35])[C:30]=2[CH:29]=1, predict the reaction product. The product is: [Cl:27][C:28]1[CH:41]=[CH:40][C:31]2[S:32][C:33]([S:36]([N:14]3[C:15]4[C:11](=[CH:10][CH:9]=[C:8]([N:5]5[CH2:4][CH2:3][N:2]([CH3:1])[CH2:7][CH2:6]5)[CH:16]=4)[CH2:12][CH2:13]3)(=[O:37])=[O:38])=[C:34]([CH3:35])[C:30]=2[CH:29]=1. (6) Given the reactants [C:1]([C:10]1[CH:15]=[CH:14][CH:13]=[CH:12][CH:11]=1)(=O)[CH2:2][CH2:3][CH2:4][CH2:5][CH2:6][CH2:7][CH3:8].C([SiH](CC)CC)C.[Cl-].[Al+3].[Cl-].[Cl-].[Cl:27][CH2:28][CH2:29][C:30](Cl)=[O:31], predict the reaction product. The product is: [Cl:27][CH2:28][CH2:29][C:30]([C:13]1[CH:14]=[CH:15][C:10]([CH2:1][CH2:2][CH2:3][CH2:4][CH2:5][CH2:6][CH2:7][CH3:8])=[CH:11][CH:12]=1)=[O:31]. (7) Given the reactants Cl.[CH3:2][O:3][NH2:4].[NH2:5][C:6]1[CH:11]=[C:10]([C:12]2([CH3:17])OCCO2)[CH:9]=[CH:8][C:7]=1[OH:18].C(=O)([O-])[O-].[K+].[K+], predict the reaction product. The product is: [CH3:2][O:3][N:4]=[C:12]([C:10]1[CH:9]=[CH:8][C:7]([OH:18])=[C:6]([NH2:5])[CH:11]=1)[CH3:17]. (8) Given the reactants [NH2:1][C:2]1[CH:3]=[C:4]([C:9]([Br:12])=[CH:10][N:11]=1)[C:5]([O:7][CH3:8])=[O:6].[CH2:13]([N:15]=[C:16]=[O:17])[CH3:14], predict the reaction product. The product is: [Br:12][C:9]1[C:4]([C:5]([O:7][CH3:8])=[O:6])=[CH:3][C:2]([NH:1][C:16]([NH:15][CH2:13][CH3:14])=[O:17])=[N:11][CH:10]=1. (9) Given the reactants Cl.[NH:2]1[CH2:6][C:5](=[O:7])[NH:4][CH2:3]1.Br[C:9]1[N:14]=[CH:13][CH:12]=[CH:11][N:10]=1.C(=O)([O-])[O-].[K+].[K+], predict the reaction product. The product is: [N:10]1[CH:11]=[CH:12][CH:13]=[N:14][C:9]=1[N:2]1[CH2:6][C:5](=[O:7])[NH:4][CH2:3]1. (10) The product is: [F:34][C:35]1[CH:36]=[C:37]([CH2:42][C:43]([CH3:47])([CH3:46])[CH2:44][CH:12]=[O:13])[CH:38]=[CH:39][C:40]=1[CH3:41]. Given the reactants C[Si]([N-][Si](C)(C)C)(C)C.[Li+].[Cl-].[CH3:12][O:13]C[P+](C1C=CC=CC=1)(C1C=CC=CC=1)C1C=CC=CC=1.[F:34][C:35]1[CH:36]=[C:37]([CH2:42][C:43]([CH3:47])([CH3:46])[CH:44]=O)[CH:38]=[CH:39][C:40]=1[CH3:41], predict the reaction product.